Dataset: Full USPTO retrosynthesis dataset with 1.9M reactions from patents (1976-2016). Task: Predict the reactants needed to synthesize the given product. (1) Given the product [I:22][C:9]1[S:10][C:6]2[C:5]([C:11]#[N:12])=[CH:4][NH:3][C:2](=[O:1])[C:7]=2[CH:8]=1, predict the reactants needed to synthesize it. The reactants are: [O:1]=[C:2]1[C:7]2[CH:8]=[CH:9][S:10][C:6]=2[C:5]([C:11]#[N:12])=[CH:4][NH:3]1.CN(C=O)C.C(O)(=O)C.[I:22]N1C(=O)CCC1=O.C([O-])(O)=O.[Na+]. (2) Given the product [C:1]([C:4]1[CH:5]=[C:6]([C:10]2[N:11]=[CH:12][N:13]([C:15]([N:17]([CH:19]3[CH2:20][CH2:21][N:22]([CH2:25][C:26]4[CH:31]=[CH:30][CH:29]=[CH:28][C:27]=4[OH:32])[CH2:23][CH2:24]3)[CH3:18])=[O:16])[CH:14]=2)[CH:7]=[CH:8][CH:9]=1)(=[O:3])[NH2:2], predict the reactants needed to synthesize it. The reactants are: [C:1]([C:4]1[CH:5]=[C:6]([C:10]2[N:11]=[CH:12][N:13]([C:15]([N:17]([CH:19]3[CH2:24][CH2:23][N:22]([CH2:25][C:26]4[CH:31]=[CH:30][CH:29]=[CH:28][C:27]=4[O:32]C)[CH2:21][CH2:20]3)[CH3:18])=[O:16])[CH:14]=2)[CH:7]=[CH:8][CH:9]=1)(=[O:3])[NH2:2].[Cl-].[Cl-].[Cl-].[Al+3].C(S)C. (3) Given the product [CH:1]1([C:4]([N:6]2[CH2:7][CH2:8][N:9]([C:12]([C:14]3[N:15]([C:40]4[CH:39]=[CH:38][CH:37]=[C:36]([C:35]([F:46])([F:45])[F:34])[CH:41]=4)[C:16]4[C:21]([CH:22]=3)=[CH:20][C:19]([C:23]([N:25]3[CH2:30][CH2:29][N:28]([CH:31]([CH3:33])[CH3:32])[CH2:27][CH2:26]3)=[O:24])=[CH:18][CH:17]=4)=[O:13])[CH2:10][CH2:11]2)=[O:5])[CH2:3][CH2:2]1, predict the reactants needed to synthesize it. The reactants are: [CH:1]1([C:4]([N:6]2[CH2:11][CH2:10][N:9]([C:12]([C:14]3[NH:15][C:16]4[C:21]([CH:22]=3)=[CH:20][C:19]([C:23]([N:25]3[CH2:30][CH2:29][N:28]([CH:31]([CH3:33])[CH3:32])[CH2:27][CH2:26]3)=[O:24])=[CH:18][CH:17]=4)=[O:13])[CH2:8][CH2:7]2)=[O:5])[CH2:3][CH2:2]1.[F:34][C:35]([F:46])([F:45])[C:36]1[CH:37]=[C:38](B(O)O)[CH:39]=[CH:40][CH:41]=1.